Dataset: Full USPTO retrosynthesis dataset with 1.9M reactions from patents (1976-2016). Task: Predict the reactants needed to synthesize the given product. (1) Given the product [CH2:1]([O:3][C:4]([CH:5]1[CH2:6][CH2:7][NH:8][CH:9]([C:10]2[CH:11]=[CH:12][CH:13]=[CH:14][CH:15]=2)[C:16]1=[O:18])=[O:21])[CH3:2], predict the reactants needed to synthesize it. The reactants are: [CH2:1]([O:3][C:4](=[O:21])[CH2:5][CH2:6][CH2:7][NH:8][CH:9]([C:16]([O:18]CC)=O)[C:10]1[CH:15]=[CH:14][CH:13]=[CH:12][CH:11]=1)[CH3:2].C[Si]([N-][Si](C)(C)C)(C)C.[Li+]. (2) Given the product [F:20][C:21]([F:30])([F:31])[C:22]1[CH:29]=[CH:28][C:25]([CH2:26][O:1][C:2]2[CH:3]=[C:4]([CH2:8][C:9]([O:11][CH2:12][CH3:13])=[O:10])[CH:5]=[CH:6][CH:7]=2)=[CH:24][CH:23]=1, predict the reactants needed to synthesize it. The reactants are: [OH:1][C:2]1[CH:3]=[C:4]([CH2:8][C:9]([O:11][CH2:12][CH3:13])=[O:10])[CH:5]=[CH:6][CH:7]=1.C(=O)([O-])[O-].[K+].[K+].[F:20][C:21]([F:31])([F:30])[C:22]1[CH:29]=[CH:28][C:25]([CH2:26]Br)=[CH:24][CH:23]=1. (3) Given the product [I:3][C:4]1[CH:5]=[C:6]([CH:7]=[CH:8][CH:9]=1)[CH2:10][CH2:11][N:13]([CH2:14][CH2:15][O:16][CH3:17])[C:23](=[O:24])[O:22][C:19]([CH3:21])([CH3:20])[CH3:18], predict the reactants needed to synthesize it. The reactants are: [BH4-].[Na+].[I:3][C:4]1[CH:5]=[C:6]([CH2:10][C:11]([NH:13][CH2:14][CH2:15][O:16][CH3:17])=O)[CH:7]=[CH:8][CH:9]=1.[CH3:18][C:19]([O:22][C:23](O[C:23]([O:22][C:19]([CH3:21])([CH3:20])[CH3:18])=[O:24])=[O:24])([CH3:21])[CH3:20].C(N(CC)CC)C. (4) The reactants are: [CH2:1]([N:3]([CH2:6][CH3:7])[CH2:4][CH3:5])[CH3:2].Cl.[F:9][C:10]([F:29])([S:25]([O-:28])(=[O:27])=[O:26])[CH:11]([O:16][C:17](=[O:24])[C:18]1[CH:23]=[CH:22][CH:21]=[CH:20][CH:19]=1)[C:12]([F:15])([F:14])[F:13].[Na+].ClCCl. Given the product [F:29][C:10]([F:9])([S:25]([O-:28])(=[O:26])=[O:27])[CH:11]([O:16][C:17](=[O:24])[C:18]1[CH:23]=[CH:22][CH:21]=[CH:20][CH:19]=1)[C:12]([F:13])([F:15])[F:14].[CH2:1]([NH+:3]([CH2:6][CH3:7])[CH2:4][CH3:5])[CH3:2], predict the reactants needed to synthesize it.